Dataset: Forward reaction prediction with 1.9M reactions from USPTO patents (1976-2016). Task: Predict the product of the given reaction. (1) Given the reactants C([N:8](CC1C=CC=CC=1)[C@H:9]1[CH2:14][CH2:13][C@H:12]([C:15]2[CH:19]=[C:18]([CH2:20][O:21][CH3:22])[NH:17][N:16]=2)[CH2:11][CH2:10]1)C1C=CC=CC=1, predict the reaction product. The product is: [CH3:22][O:21][CH2:20][C:18]1[NH:17][N:16]=[C:15]([C@H:12]2[CH2:13][CH2:14][C@H:9]([NH2:8])[CH2:10][CH2:11]2)[CH:19]=1. (2) Given the reactants [F:1][C:2]([F:38])([F:37])[C:3]1[CH:32]=[C:31]([C:33]([F:36])([F:35])[F:34])[CH:30]=[CH:29][C:4]=1[CH2:5][N:6]1[CH2:11][CH2:10][CH:9](/[CH:12]=[C:13]2/[C:14]([NH:19][CH2:20]/[CH:21]=[CH:22]\[CH2:23][N:24]([CH2:27][CH3:28])[CH2:25][CH3:26])=[N:15][C:16](=[O:18])[S:17]/2)[CH2:8][CH2:7]1.O.[S:40]([C:44]1[CH:50]=[CH:49][C:47]([CH3:48])=[CH:46][CH:45]=1)([OH:43])(=[O:42])=[O:41], predict the reaction product. The product is: [S:40]([C:44]1[CH:50]=[CH:49][C:47]([CH3:48])=[CH:46][CH:45]=1)([OH:43])(=[O:42])=[O:41].[F:38][C:2]([F:1])([F:37])[C:3]1[CH:32]=[C:31]([C:33]([F:35])([F:36])[F:34])[CH:30]=[CH:29][C:4]=1[CH2:5][N:6]1[CH2:11][CH2:10][CH:9](/[CH:12]=[C:13]2/[C:14]([NH:19][CH2:20]/[CH:21]=[CH:22]\[CH2:23][N:24]([CH2:27][CH3:28])[CH2:25][CH3:26])=[N:15][C:16](=[O:18])[S:17]/2)[CH2:8][CH2:7]1. (3) Given the reactants [S:1]1[CH:5]=[CH:4][CH:3]=[C:2]1[CH2:6][NH2:7].[C:8]([CH2:12][C:13](Cl)=[O:14])([CH3:11])([CH3:10])[CH3:9].C(O)C(N)(CO)CO, predict the reaction product. The product is: [CH3:9][C:8]([CH3:11])([CH3:10])[CH2:12][C:13]([NH:7][CH2:6][C:2]1[S:1][CH:5]=[CH:4][CH:3]=1)=[O:14]. (4) Given the reactants C[O:2][C:3](=[O:36])[CH2:4][O:5][C:6]1[CH:11]=[CH:10][CH:9]=[C:8]([NH:12][C:13]2[C:14]3[C:21]([C:22]4[CH:27]=[CH:26][C:25]([CH2:28][CH3:29])=[CH:24][N:23]=4)=[C:20]([C:30]4[CH:35]=[CH:34][CH:33]=[CH:32][CH:31]=4)[O:19][C:15]=3[N:16]=[CH:17][N:18]=2)[CH:7]=1.[OH-].[Na+].Cl, predict the reaction product. The product is: [CH2:28]([C:25]1[CH:26]=[CH:27][C:22]([C:21]2[C:14]3[C:13]([NH:12][C:8]4[CH:7]=[C:6]([CH:11]=[CH:10][CH:9]=4)[O:5][CH2:4][C:3]([OH:36])=[O:2])=[N:18][CH:17]=[N:16][C:15]=3[O:19][C:20]=2[C:30]2[CH:35]=[CH:34][CH:33]=[CH:32][CH:31]=2)=[N:23][CH:24]=1)[CH3:29]. (5) Given the reactants [F:1][C:2]1[CH:7]=[CH:6][C:5]([OH:8])=[CH:4][CH:3]=1.[H-].[Na+].[N:11]1[C:18]([Cl:19])=[N:17][C:15](Cl)=[N:14][C:12]=1[Cl:13], predict the reaction product. The product is: [Cl:13][C:12]1[N:11]=[C:18]([Cl:19])[N:17]=[C:15]([O:8][C:5]2[CH:6]=[CH:7][C:2]([F:1])=[CH:3][CH:4]=2)[N:14]=1. (6) Given the reactants [OH:1][C:2]1[CH:11]=[C:10]([O:12][CH2:13][O:14][CH3:15])[C:9]([CH:16]([CH3:18])[CH3:17])=[CH:8][C:3]=1[C:4]([O:6][CH3:7])=[O:5].C(=O)([O-])[O-].[K+].[K+].[CH2:25](Br)[CH:26]=[CH2:27], predict the reaction product. The product is: [CH2:27]([O:1][C:2]1[CH:11]=[C:10]([O:12][CH2:13][O:14][CH3:15])[C:9]([CH:16]([CH3:18])[CH3:17])=[CH:8][C:3]=1[C:4]([O:6][CH3:7])=[O:5])[CH:26]=[CH2:25].